From a dataset of Full USPTO retrosynthesis dataset with 1.9M reactions from patents (1976-2016). Predict the reactants needed to synthesize the given product. Given the product [CH2:25]([C:33]1[CH:40]=[CH:39][C:36]([C:37]2[S:24][C:7]3[CH:8]=[C:9]([CH2:12][CH2:13][CH2:14][CH2:15][CH2:16][CH2:17][CH2:18][CH2:19][CH2:20][CH2:21][CH2:22][CH3:23])[CH:10]=[CH:11][C:6]=3[N:5]=2)=[CH:35][CH:34]=1)[CH2:26][CH2:27][CH2:28][CH2:29][CH2:30][CH2:31][CH3:32], predict the reactants needed to synthesize it. The reactants are: CS(C)=O.[NH2:5][C:6]1[CH:11]=[CH:10][C:9]([CH2:12][CH2:13][CH2:14][CH2:15][CH2:16][CH2:17][CH2:18][CH2:19][CH2:20][CH2:21][CH2:22][CH3:23])=[CH:8][C:7]=1[SH:24].[CH2:25]([C:33]1[CH:40]=[CH:39][C:36]([CH:37]=O)=[CH:35][CH:34]=1)[CH2:26][CH2:27][CH2:28][CH2:29][CH2:30][CH2:31][CH3:32].